From a dataset of Forward reaction prediction with 1.9M reactions from USPTO patents (1976-2016). Predict the product of the given reaction. The product is: [CH:1]1([CH2:4][N:5]2[C:10]3=[N:11][N:12]([CH2:26][C:20]4[C:19]5[C:23](=[CH:24][CH:25]=[C:17]([CH3:16])[CH:18]=5)[NH:22][CH:21]=4)[C:28]([C:30]4[N:34]([CH3:35])[CH:33]=[C:32]([C:36]([OH:38])=[O:37])[CH:31]=4)=[C:9]3[C:8](=[O:13])[N:7]([CH3:14])[C:6]2=[O:15])[CH2:2][CH2:3]1. Given the reactants [CH:1]1([CH2:4][N:5]2[C:10]([NH:11][NH2:12])=[CH:9][C:8](=[O:13])[N:7]([CH3:14])[C:6]2=[O:15])[CH2:3][CH2:2]1.[CH3:16][C:17]1[CH:18]=[C:19]2[C:23](=[CH:24][CH:25]=1)[NH:22][CH:21]=[C:20]2[CH:26]=O.[CH:28]([C:30]1[N:34]([CH3:35])[CH:33]=[C:32]([C:36]([OH:38])=[O:37])[CH:31]=1)=O, predict the reaction product.